This data is from Reaction yield outcomes from USPTO patents with 853,638 reactions. The task is: Predict the reaction yield, written as a fraction of the theoretical maximum amount of product (1.0 means a 100% yield; for example, 0.34 means a 34% yield). (1) The reactants are [Cl:1][C:2]1[CH:3]=[CH:4][C:5]([S:9]([CH2:12][CH3:13])(=[O:11])=[O:10])=[C:6]([NH2:8])[CH:7]=1.[N:14]([O-])=O.[Na+]. The catalyst is Cl. The product is [Cl:1][C:2]1[CH:3]=[CH:4][C:5]([S:9]([CH2:12][CH3:13])(=[O:11])=[O:10])=[C:6]([NH:8][NH2:14])[CH:7]=1. The yield is 0.840. (2) The reactants are [CH3:1][C:2]1[C:10]([N+:11]([O-:13])=[O:12])=[CH:9][CH:8]=[CH:7][C:3]=1[C:4]([OH:6])=[O:5].[Br:14]N1C(C)(C)C(=O)N(Br)C1=O. The catalyst is OS(O)(=O)=O. The product is [Br:14][C:8]1[CH:9]=[C:10]([N+:11]([O-:13])=[O:12])[C:2]([CH3:1])=[C:3]([CH:7]=1)[C:4]([OH:6])=[O:5]. The yield is 0.979. (3) The reactants are [C:1](Cl)(Cl)=[O:2].[OH:5][C:6]1[N:11]=[CH:10][C:9]([NH:12][C:13](=[O:20])[C:14]2[CH:19]=[CH:18][CH:17]=[CH:16][CH:15]=2)=[CH:8][CH:7]=1.C(N(CC)CC)C.N12CCN(CC1)CC2.[N:36]1([O:41][CH:42]2[CH2:47][CH2:46][NH:45][CH2:44][CH2:43]2)[CH:40]=[CH:39][CH:38]=[N:37]1. The catalyst is ClCCl. The product is [C:13]([NH:12][C:9]1[CH:8]=[CH:7][C:6]([O:5][C:1]([N:45]2[CH2:46][CH2:47][CH:42]([O:41][N:36]3[CH:40]=[CH:39][CH:38]=[N:37]3)[CH2:43][CH2:44]2)=[O:2])=[N:11][CH:10]=1)(=[O:20])[C:14]1[CH:19]=[CH:18][CH:17]=[CH:16][CH:15]=1. The yield is 0.580. (4) The reactants are CN([CH:4]=[N:5][C:6]([C:8]1[N:9]=[C:10]2[C:16]3[CH:17]=[C:18]([C:21]([O:23][CH3:24])=[O:22])[CH:19]=[CH:20][C:15]=3[O:14][CH2:13][CH2:12][N:11]2[CH:25]=1)=O)C.Cl.[Cl:27][C:28]1[CH:33]=[CH:32][CH:31]=[CH:30][C:29]=1[NH:34][NH2:35]. No catalyst specified. The product is [Cl:27][C:28]1[CH:33]=[CH:32][CH:31]=[CH:30][C:29]=1[N:34]1[C:6]([C:8]2[N:9]=[C:10]3[C:16]4[CH:17]=[C:18]([C:21]([O:23][CH3:24])=[O:22])[CH:19]=[CH:20][C:15]=4[O:14][CH2:13][CH2:12][N:11]3[CH:25]=2)=[N:5][CH:4]=[N:35]1. The yield is 0.590. (5) The reactants are [CH2:1]([C:3]1([OH:20])[C:8](=[O:9])[CH2:7][CH:6]([C:10]2[CH:15]=[CH:14][N:13]=[CH:12][C:11]=2[N+:16]([O-:18])=[O:17])[O:5][CH:4]1[CH3:19])[CH3:2].[BH4-].[Na+]. The catalyst is CCO. The product is [CH2:1]([C:3]1([OH:20])[CH:8]([OH:9])[CH2:7][CH:6]([C:10]2[CH:15]=[CH:14][N:13]=[CH:12][C:11]=2[N+:16]([O-:18])=[O:17])[O:5][CH:4]1[CH3:19])[CH3:2]. The yield is 0.710. (6) The reactants are C(NC(C)C)(C)C.C([Li])CCC.[F:13][C:14]1[N:19]=[CH:18][C:17]([CH2:20][N:21]2[CH2:26][CH2:25][S:24][CH2:23][CH2:22]2)=[CH:16][CH:15]=1.[B:27](OC(C)C)([O:32]C(C)C)[O:28]C(C)C. The catalyst is C1COCC1. The product is [F:13][C:14]1[C:15]([B:27]([OH:32])[OH:28])=[CH:16][C:17]([CH2:20][N:21]2[CH2:26][CH2:25][S:24][CH2:23][CH2:22]2)=[CH:18][N:19]=1. The yield is 0.710. (7) The reactants are Cl.[CH2:2]([O:9][C:10]1[CH:15]=[CH:14][C:13]([NH:16][C:17]2[C:26]3[C:21](=[CH:22][C:23]([F:28])=[C:24](I)[CH:25]=3)[N:20]=[CH:19][N:18]=2)=[CH:12][CH:11]=1)[C:3]1[CH:8]=[CH:7][CH:6]=[CH:5][CH:4]=1.[O:29]1[CH2:33][CH2:32][O:31][CH:30]1[C:34]1[O:38][C:37]([Sn](CCCC)(CCCC)CCCC)=[CH:36][CH:35]=1.C(N(C(C)C)CC)(C)C. The catalyst is CN(C=O)C. The product is [CH2:2]([O:9][C:10]1[CH:15]=[CH:14][C:13]([NH:16][C:17]2[C:26]3[C:21](=[CH:22][C:23]([F:28])=[C:24]([C:37]4[O:38][C:34]([CH:30]5[O:31][CH2:32][CH2:33][O:29]5)=[CH:35][CH:36]=4)[CH:25]=3)[N:20]=[CH:19][N:18]=2)=[CH:12][CH:11]=1)[C:3]1[CH:8]=[CH:7][CH:6]=[CH:5][CH:4]=1. The yield is 0.590. (8) The reactants are [C:1](=[NH:14])([C:8]1[CH:13]=[CH:12][CH:11]=[CH:10][CH:9]=1)[C:2]1[CH:7]=[CH:6][CH:5]=[CH:4][CH:3]=1.Br[C:16]1[CH:17]=[C:18]([CH:25]=[CH:26][N:27]=1)[C:19]([N:21]([O:23][CH3:24])[CH3:22])=[O:20].C(P(C(C)(C)C)C1C=CC=CC=1C1C(C(C)C)=CC(C(C)C)=CC=1C(C)C)(C)(C)C.CC(C)([O-])C.[Na+]. The catalyst is C1(C)C=CC=CC=1.C(Cl)Cl.C1C=CC(/C=C/C(/C=C/C2C=CC=CC=2)=O)=CC=1.C1C=CC(/C=C/C(/C=C/C2C=CC=CC=2)=O)=CC=1.C1C=CC(/C=C/C(/C=C/C2C=CC=CC=2)=O)=CC=1.[Pd].[Pd]. The product is [C:2]1([C:1](=[N:14][C:16]2[CH:17]=[C:18]([CH:25]=[CH:26][N:27]=2)[C:19]([N:21]([O:23][CH3:24])[CH3:22])=[O:20])[C:8]2[CH:9]=[CH:10][CH:11]=[CH:12][CH:13]=2)[CH:7]=[CH:6][CH:5]=[CH:4][CH:3]=1. The yield is 0.710.